Dataset: Full USPTO retrosynthesis dataset with 1.9M reactions from patents (1976-2016). Task: Predict the reactants needed to synthesize the given product. Given the product [CH3:4][O:3][P:2]([CH2:1][C:15](=[O:14])[CH2:16][C:17]1[CH:22]=[CH:21][CH:20]=[C:19]([Cl:23])[CH:18]=1)(=[O:7])[O:5][CH3:6], predict the reactants needed to synthesize it. The reactants are: [CH3:1][P:2](=[O:7])([O:5][CH3:6])[O:3][CH3:4].[Li]CCCC.C[O:14][C:15](=O)[CH2:16][C:17]1[CH:22]=[CH:21][CH:20]=[C:19]([Cl:23])[CH:18]=1.CC(O)=O.